Dataset: Full USPTO retrosynthesis dataset with 1.9M reactions from patents (1976-2016). Task: Predict the reactants needed to synthesize the given product. (1) Given the product [CH3:10][C:11]1[CH:16]=[CH:15][N:14]=[C:13]([NH:17][C:18]2[CH:23]=[C:22]([C:24]3[N:1]=[N:2][N:3]([CH2:8][C:7]([CH3:9])=[CH2:6])[CH:25]=3)[CH:21]=[C:20]([CH3:30])[CH:19]=2)[N:12]=1, predict the reactants needed to synthesize it. The reactants are: [N-:1]=[N+:2]=[N-:3].[Na+].Br[CH2:6][C:7]([CH3:9])=[CH2:8].[CH3:10][C:11]1[CH:16]=[CH:15][N:14]=[C:13]([NH:17][C:18]2[CH:23]=[C:22]([C:24]#[C:25][Si](C)(C)C)[CH:21]=[C:20]([CH3:30])[CH:19]=2)[N:12]=1. (2) Given the product [N:25]1([CH2:36][CH2:35][NH:34][C:19]([C:15]2[C:14]([CH3:22])=[C:13](/[CH:12]=[C:5]3\[C:6](=[O:11])[NH:7][C:8]4[C:4]\3=[CH:3][C:2]([F:1])=[CH:10][CH:9]=4)[NH:17][C:16]=2[CH3:18])=[O:20])[CH:29]=[CH:30][CH:31]=[CH:32][CH2:33]1, predict the reactants needed to synthesize it. The reactants are: [F:1][C:2]1[CH:3]=[C:4]2[C:8](=[CH:9][CH:10]=1)[NH:7][C:6](=[O:11])/[C:5]/2=[CH:12]\[C:13]1[NH:17][C:16]([CH3:18])=[C:15]([C:19](O)=[O:20])[C:14]=1[CH3:22].Cl.O[N:25]1[C:29]2[CH:30]=[CH:31][CH:32]=[CH:33]C=2N=N1.[NH2:34][CH2:35][CH2:36]C1C=CC=CN=1. (3) Given the product [C:9]([NH:21][CH2:22][CH2:23][CH2:24][C:25]([OH:27])=[O:26])([O:11][C:12]([CH3:13])([CH3:14])[CH3:15])=[O:10], predict the reactants needed to synthesize it. The reactants are: [CH3:13][C:12]([O:11][C:9](O[C:9]([O:11][C:12]([CH3:15])([CH3:14])[CH3:13])=[O:10])=[O:10])([CH3:15])[CH3:14].C([O-])(O)=O.[Na+].[NH2:21][CH2:22][CH2:23][CH2:24][C:25]([OH:27])=[O:26]. (4) Given the product [F:1][C:2]([F:14])([F:15])[C:3]1[CH:13]=[CH:12][C:6]([CH2:7][O:8][CH2:9][CH2:10][O:11][S:26]([CH3:25])(=[O:28])=[O:27])=[CH:5][CH:4]=1, predict the reactants needed to synthesize it. The reactants are: [F:1][C:2]([F:15])([F:14])[C:3]1[CH:13]=[CH:12][C:6]([CH2:7][O:8][CH2:9][CH2:10][OH:11])=[CH:5][CH:4]=1.CCN(C(C)C)C(C)C.[CH3:25][S:26](Cl)(=[O:28])=[O:27]. (5) Given the product [CH3:3][C:4]1[N:8]([CH:18]2[CH2:23][CH2:22][N:21]([C:24]([O:26][C:27]([CH3:30])([CH3:29])[CH3:28])=[O:25])[CH2:20][CH2:19]2)[C:7]2[CH:9]=[CH:10][CH:11]=[CH:12][C:6]=2[N:5]=1, predict the reactants needed to synthesize it. The reactants are: [H-].[Na+].[CH3:3][C:4]1[NH:5][C:6]2[CH:12]=[CH:11][CH:10]=[CH:9][C:7]=2[N:8]=1.CS(O[CH:18]1[CH2:23][CH2:22][N:21]([C:24]([O:26][C:27]([CH3:30])([CH3:29])[CH3:28])=[O:25])[CH2:20][CH2:19]1)(=O)=O.